Dataset: Full USPTO retrosynthesis dataset with 1.9M reactions from patents (1976-2016). Task: Predict the reactants needed to synthesize the given product. (1) Given the product [NH2:17][CH2:16][C:8]1[C:9]2[CH2:13][O:12][B:11]([OH:14])[C:10]=2[CH:15]=[C:6]([O:5][CH2:4][C:3]([NH:26][C:27](=[O:39])[C:28]2[CH:33]=[CH:32][C:31]([O:34][C:35]([F:38])([F:36])[F:37])=[CH:30][CH:29]=2)([C:1]#[N:2])[CH3:25])[CH:7]=1.[NH2:2][C:1](=[O:41])[C:3]([NH:26][C:27](=[O:39])[C:28]1[CH:29]=[CH:30][C:31]([O:34][C:35]([F:36])([F:38])[F:37])=[CH:32][CH:33]=1)([CH3:25])[CH2:4][O:5][C:6]1[CH:7]=[C:8]([CH2:16][NH2:17])[C:9]2[CH2:13][O:12][B:11]([OH:14])[C:10]=2[CH:15]=1, predict the reactants needed to synthesize it. The reactants are: [C:1]([C:3]([NH:26][C:27](=[O:39])[C:28]1[CH:33]=[CH:32][C:31]([O:34][C:35]([F:38])([F:37])[F:36])=[CH:30][CH:29]=1)([CH3:25])[CH2:4][O:5][C:6]1[CH:7]=[C:8]([CH2:16][NH:17]C(=O)OC(C)(C)C)[C:9]2[CH2:13][O:12][B:11]([OH:14])[C:10]=2[CH:15]=1)#[N:2].C(O)(C(F)(F)F)=[O:41]. (2) Given the product [C:6]([CH2:8][O:9][C:10]1[C:11]([CH3:29])=[CH:12][C:13]([C:17]2[C:26]3[C:21](=[CH:22][CH:23]=[CH:24][CH:25]=3)[C:20](=[O:27])[N:19]([CH3:28])[N:18]=2)=[CH:14][C:15]=1[CH3:16])([OH:7])=[O:5], predict the reactants needed to synthesize it. The reactants are: O.[OH-].[Li+].C[O:5][C:6]([CH2:8][O:9][C:10]1[C:15]([CH3:16])=[CH:14][C:13]([C:17]2[C:26]3[C:21](=[CH:22][CH:23]=[CH:24][CH:25]=3)[C:20](=[O:27])[N:19]([CH3:28])[N:18]=2)=[CH:12][C:11]=1[CH3:29])=[O:7].